This data is from Catalyst prediction with 721,799 reactions and 888 catalyst types from USPTO. The task is: Predict which catalyst facilitates the given reaction. (1) Reactant: [CH2:1]([O:8][C:9]1[CH:10]=[C:11]2[C:15](=[CH:16][CH:17]=1)[NH:14][CH:13]=[C:12]2[CH:18]=[O:19])[C:2]1[CH:7]=[CH:6][CH:5]=[CH:4][CH:3]=1.[H-].[Na+].[CH3:22]I.[Cl-].[NH4+]. Product: [CH2:1]([O:8][C:9]1[CH:10]=[C:11]2[C:15](=[CH:16][CH:17]=1)[N:14]([CH3:22])[CH:13]=[C:12]2[CH:18]=[O:19])[C:2]1[CH:3]=[CH:4][CH:5]=[CH:6][CH:7]=1. The catalyst class is: 35. (2) The catalyst class is: 29. Product: [CH3:1][C:2]1[CH:7]=[C:6]([CH2:8][CH2:9][CH3:10])[N:5]=[C:4]([NH2:11])[CH:3]=1. Reactant: [CH3:1][C:2]1[CH:7]=[C:6](/[CH:8]=[CH:9]/[CH3:10])[N:5]=[C:4]([NH2:11])[CH:3]=1. (3) Reactant: [H-].C([Al+]CC(C)C)C(C)C.[CH:11]1([C:14]([NH:16][C:17]2[N:18]=[CH:19][C:20]3[C:25]([CH:26]=2)=[CH:24][CH:23]=[C:22]([C:27]2[C:36]([CH3:37])=[CH:35][C:30]([C:31](OC)=[O:32])=[C:29]([F:38])[CH:28]=2)[CH:21]=3)=[O:15])[CH2:13][CH2:12]1. Product: [F:38][C:29]1[C:30]([CH2:31][OH:32])=[CH:35][C:36]([CH3:37])=[C:27]([C:22]2[CH:21]=[C:20]3[C:25]([CH:26]=[C:17]([NH:16][C:14]([CH:11]4[CH2:13][CH2:12]4)=[O:15])[N:18]=[CH:19]3)=[CH:24][CH:23]=2)[CH:28]=1. The catalyst class is: 1.